From a dataset of Peptide-MHC class I binding affinity with 185,985 pairs from IEDB/IMGT. Regression. Given a peptide amino acid sequence and an MHC pseudo amino acid sequence, predict their binding affinity value. This is MHC class I binding data. (1) The peptide sequence is VFSQEDCMI. The MHC is HLA-A23:01 with pseudo-sequence HLA-A23:01. The binding affinity (normalized) is 0.503. (2) The peptide sequence is YSGNIVHRY. The binding affinity (normalized) is 0.0847. The MHC is HLA-A24:03 with pseudo-sequence HLA-A24:03. (3) The peptide sequence is LFPELECFF. The MHC is HLA-A69:01 with pseudo-sequence HLA-A69:01. The binding affinity (normalized) is 0.0847. (4) The peptide sequence is AIDLDPVVY. The MHC is HLA-A01:01 with pseudo-sequence HLA-A01:01. The binding affinity (normalized) is 0.592. (5) The peptide sequence is KAGQYVTIW. The MHC is HLA-A02:02 with pseudo-sequence HLA-A02:02. The binding affinity (normalized) is 0.0238. (6) The peptide sequence is SYAQMWTLMY. The MHC is HLA-A24:02 with pseudo-sequence HLA-A24:02. The binding affinity (normalized) is 0.677. (7) The binding affinity (normalized) is 0.166. The MHC is HLA-C06:02 with pseudo-sequence HLA-C06:02. The peptide sequence is CFTSLVWAPLILA. (8) The peptide sequence is RRSPFLQVF. The MHC is Mamu-B03 with pseudo-sequence Mamu-B03. The binding affinity (normalized) is 0.653. (9) The peptide sequence is YHQRFVQAL. The MHC is HLA-B07:02 with pseudo-sequence HLA-B07:02. The binding affinity (normalized) is 0.0847. (10) The peptide sequence is YQAVVPLVY. The MHC is Mamu-B52 with pseudo-sequence Mamu-B52. The binding affinity (normalized) is 0.